From a dataset of hERG potassium channel inhibition data for cardiac toxicity prediction from Karim et al.. Regression/Classification. Given a drug SMILES string, predict its toxicity properties. Task type varies by dataset: regression for continuous values (e.g., LD50, hERG inhibition percentage) or binary classification for toxic/non-toxic outcomes (e.g., AMES mutagenicity, cardiotoxicity, hepatotoxicity). Dataset: herg_karim. (1) The compound is Fc1cc(C(CC2CNC2)Oc2ccccc2F)ccc1Cl. The result is 1 (blocker). (2) The compound is CCCN(CCC)[C@@H](C1)CCc(c12)cccc2O. The result is 0 (non-blocker). (3) The drug is OCc1cn(-c2ccc(N3CCC(N4CCc5ccc(F)cc54)CC3)nn2)cn1. The result is 1 (blocker).